From a dataset of Full USPTO retrosynthesis dataset with 1.9M reactions from patents (1976-2016). Predict the reactants needed to synthesize the given product. (1) Given the product [Cl:1][C:2]1[CH:22]=[C:21]([Cl:23])[CH:20]=[CH:19][C:3]=1[CH2:4][N:5]1[C:9]([CH2:10][CH2:11][C:12]([NH:34][S:31]([C:26]2[CH:27]=[CH:28][CH:29]=[CH:30][C:25]=2[CH3:24])(=[O:32])=[O:33])=[O:14])=[CH:8][C:7]([O:15][CH:16]([CH3:18])[CH3:17])=[N:6]1, predict the reactants needed to synthesize it. The reactants are: [Cl:1][C:2]1[CH:22]=[C:21]([Cl:23])[CH:20]=[CH:19][C:3]=1[CH2:4][N:5]1[C:9]([CH2:10][CH2:11][C:12]([OH:14])=O)=[CH:8][C:7]([O:15][CH:16]([CH3:18])[CH3:17])=[N:6]1.[CH3:24][C:25]1[CH:30]=[CH:29][CH:28]=[CH:27][C:26]=1[S:31]([NH2:34])(=[O:33])=[O:32].N12CCCN=C1CCCCC2. (2) Given the product [CH3:30][C:31]([CH3:35])([CH3:34])[CH2:32][NH:33][CH2:3][C:2]([N:6]1[CH:10]=[C:9]([NH:11][C:12](=[O:29])[CH:13]([NH:17][C:18](=[O:28])[CH2:19][C:20]2[CH:25]=[C:24]([F:26])[CH:23]=[C:22]([F:27])[CH:21]=2)[CH2:14][CH2:15][CH3:16])[N:8]=[CH:7]1)([CH3:1])[CH3:5], predict the reactants needed to synthesize it. The reactants are: [CH3:1][C:2]([N:6]1[CH:10]=[C:9]([NH:11][C:12](=[O:29])[CH:13]([NH:17][C:18](=[O:28])[CH2:19][C:20]2[CH:25]=[C:24]([F:26])[CH:23]=[C:22]([F:27])[CH:21]=2)[CH2:14][CH2:15][CH3:16])[N:8]=[CH:7]1)([CH3:5])[CH:3]=O.[CH3:30][C:31]([CH3:35])([CH3:34])[CH2:32][NH2:33].